From a dataset of Forward reaction prediction with 1.9M reactions from USPTO patents (1976-2016). Predict the product of the given reaction. (1) The product is: [CH2:1]([O:3][C:4](=[O:5])[C:6]([O:8][C:9]1[CH:14]=[CH:13][C:12]([CH2:15][CH2:16][CH2:17][C:18]2[NH:24][C:22](=[O:23])[N:21]([CH2:25][C:26]3[CH:31]=[CH:30][CH:29]=[C:28]([O:32][CH3:33])[CH:27]=3)[N:20]=2)=[CH:11][CH:10]=1)([CH3:34])[CH3:7])[CH3:2]. Given the reactants [CH2:1]([O:3][C:4]([C:6]([CH3:34])([O:8][C:9]1[CH:14]=[CH:13][C:12]([CH2:15][CH2:16][CH2:17][C:18]([NH:20][N:21]([CH2:25][C:26]2[CH:31]=[CH:30][CH:29]=[C:28]([O:32][CH3:33])[CH:27]=2)[C:22]([NH2:24])=[O:23])=O)=[CH:11][CH:10]=1)[CH3:7])=[O:5])[CH3:2].C12(CS(O)(=O)=O)C(C)(C)C(CC1)CC2=O, predict the reaction product. (2) Given the reactants [H-].[Na+].[Br:3][C:4]1[CH:5]=[C:6]2[C:10](=[CH:11][CH:12]=1)[NH:9][CH:8]=[C:7]2[C:13]1[CH2:14][CH2:15][N:16]([CH3:19])[CH2:17][CH:18]=1.[C:20]1([S:26](Cl)(=[O:28])=[O:27])[CH:25]=[CH:24][CH:23]=[CH:22][CH:21]=1, predict the reaction product. The product is: [Br:3][C:4]1[CH:5]=[C:6]2[C:10](=[CH:11][CH:12]=1)[N:9]([S:26]([C:20]1[CH:25]=[CH:24][CH:23]=[CH:22][CH:21]=1)(=[O:28])=[O:27])[CH:8]=[C:7]2[C:13]1[CH2:14][CH2:15][N:16]([CH3:19])[CH2:17][CH:18]=1. (3) The product is: [C:1]1([N:11]=[C:12]([C:14]2[CH:19]=[CH:18][CH:17]=[C:16]([C:20](=[N:31][C:30]3[CH:32]=[CH:33][C:27]([C:23]([CH3:26])([CH3:25])[CH3:24])=[CH:28][CH:29]=3)[CH3:21])[N:15]=2)[CH3:13])[C:10]2[C:5](=[CH:6][CH:7]=[CH:8][CH:9]=2)[CH:4]=[CH:3][CH:2]=1. Given the reactants [C:1]1([N:11]=[C:12]([C:14]2[CH:19]=[CH:18][CH:17]=[C:16]([C:20](=O)[CH3:21])[N:15]=2)[CH3:13])[C:10]2[C:5](=[CH:6][CH:7]=[CH:8][CH:9]=2)[CH:4]=[CH:3][CH:2]=1.[C:23]([C:27]1[CH:33]=[CH:32][C:30]([NH2:31])=[CH:29][CH:28]=1)([CH3:26])([CH3:25])[CH3:24], predict the reaction product. (4) Given the reactants [F:1][C:2]1[CH:3]=[C:4]2[C:8](=[C:9]([CH2:11][S:12][CH3:13])[CH:10]=1)[NH:7][CH:6]=[CH:5]2.[Cl:14][C:15]1[CH:20]=[CH:19][C:18]([CH:21]([C:23]2[CH:28]=[CH:27][C:26]([F:29])=[CH:25][CH:24]=2)O)=[CH:17][CH:16]=1.FC1C=CC(C(C2C=CC(F)=CC=2)C2C3C(=C(CSC)C=CC=3)NC=2)=CC=1, predict the reaction product. The product is: [Cl:14][C:15]1[CH:16]=[CH:17][C:18]([CH:21]([C:23]2[CH:28]=[CH:27][C:26]([F:29])=[CH:25][CH:24]=2)[C:5]2[C:4]3[C:8](=[C:9]([CH2:11][S:12][CH3:13])[CH:10]=[C:2]([F:1])[CH:3]=3)[NH:7][CH:6]=2)=[CH:19][CH:20]=1.